From a dataset of Full USPTO retrosynthesis dataset with 1.9M reactions from patents (1976-2016). Predict the reactants needed to synthesize the given product. (1) Given the product [CH2:9]([CH:2]1[CH2:3][CH2:4][O:5][C:1]1=[O:6])[CH:8]=[CH2:7], predict the reactants needed to synthesize it. The reactants are: [C:1]1(=[O:6])[O:5][CH2:4][CH2:3][CH2:2]1.[C:7]1(=O)O[CH2:9][CH2:8]1. (2) The reactants are: [Li]CCCC.[CH2:6]([N:13]([CH2:18][CH2:19][OH:20])[C:14]([NH:16][CH3:17])=[O:15])[C:7]1[CH:12]=[CH:11][CH:10]=[CH:9][CH:8]=1.[CH3:21][C:22]1[CH:27]=[CH:26][C:25]([S:28](Cl)(=[O:30])=[O:29])=[CH:24][CH:23]=1. Given the product [CH2:6]([N:13]([CH2:18][CH2:19][O:20][S:28]([C:25]1[CH:26]=[CH:27][C:22]([CH3:21])=[CH:23][CH:24]=1)(=[O:30])=[O:29])[C:14]([NH:16][CH3:17])=[O:15])[C:7]1[CH:12]=[CH:11][CH:10]=[CH:9][CH:8]=1, predict the reactants needed to synthesize it. (3) The reactants are: [C:1]([O:5][C:6]([N:8]1[C:16]2[C:11](=[CH:12][CH:13]=[CH:14][CH:15]=2)[CH:10]([NH2:17])[CH2:9]1)=[O:7])([CH3:4])([CH3:3])[CH3:2].[Cl:18][C:19]1[S:23][C:22]([C:24](O)=[O:25])=[CH:21][CH:20]=1.CCN(C(C)C)C(C)C.C1N(P(Cl)(N2C(=O)OCC2)=O)C(=O)OC1. Given the product [C:1]([O:5][C:6]([N:8]1[C:16]2[C:11](=[CH:12][CH:13]=[CH:14][CH:15]=2)[CH:10]([NH:17][C:24]([C:22]2[S:23][C:19]([Cl:18])=[CH:20][CH:21]=2)=[O:25])[CH2:9]1)=[O:7])([CH3:4])([CH3:2])[CH3:3], predict the reactants needed to synthesize it.